This data is from In vitro SARS-CoV-2 activity screen of 1,480 approved drugs from Prestwick library. The task is: Binary Classification. Given a drug SMILES string, predict its activity (active/inactive) in a high-throughput screening assay against a specified biological target. (1) The molecule is Clc1ccc(COC(Cn2ccnc2)c2ccc(Cl)cc2Cl)c(Cl)c1. The result is 0 (inactive). (2) The molecule is CCC(C)(C)C(=O)O[C@H]1C[C@@H](C)C=C2C=C[C@H](C)[C@H](CC[C@@H]3C[C@@H](O)CC(=O)O3)[C@H]21. The result is 0 (inactive). (3) The drug is CC(=O)OCC(=O)[C@@]1(O)[C@H](C)C[C@H]2[C@@H]3CCC4=CC(=O)C=C[C@]4(C)[C@@]3(F)[C@@H](O)C[C@@]21C. The result is 0 (inactive). (4) The compound is CCOC(=O)c1c(N)sc2c1CCN(Cc1ccccc1)C2.Cl. The result is 0 (inactive).